This data is from Full USPTO retrosynthesis dataset with 1.9M reactions from patents (1976-2016). The task is: Predict the reactants needed to synthesize the given product. (1) Given the product [C:5]([O:7][C:6](=[O:8])[C:5]1[CH:9]=[CH:10][C:2]([OH:1])=[CH:3][CH:4]=1)([CH3:9])([CH3:6])[CH3:4], predict the reactants needed to synthesize it. The reactants are: [OH:1][C:2]1[CH:10]=[CH:9][C:5]([C:6]([OH:8])=[O:7])=[CH:4][CH:3]=1. (2) Given the product [Cl:1][C:2]1[C:3]2[CH2:17][CH2:16][N:15]([C:25]([O:27][C:28]([CH3:31])([CH3:30])[CH3:29])=[O:26])[CH2:14][CH2:13][C:4]=2[CH:5]=[C:6]2[C:11]=1[NH:10][C:9](=[O:12])[CH2:8][CH2:7]2, predict the reactants needed to synthesize it. The reactants are: [Cl:1][C:2]1[C:3]2[CH2:17][CH2:16][NH:15][CH2:14][CH2:13][C:4]=2[CH:5]=[C:6]2[C:11]=1[NH:10][C:9](=[O:12])[CH2:8][CH2:7]2.C(N(CC)CC)C.[C:25](O[C:25]([O:27][C:28]([CH3:31])([CH3:30])[CH3:29])=[O:26])([O:27][C:28]([CH3:31])([CH3:30])[CH3:29])=[O:26]. (3) Given the product [N:1]1([C:13]2[N:17]([CH3:18])[N:16]=[C:15]([CH3:19])[C:14]=2[CH:20]=[O:21])[C:9]2[C:4](=[CH:5][CH:6]=[CH:7][CH:8]=2)[CH:3]=[CH:2]1, predict the reactants needed to synthesize it. The reactants are: [NH:1]1[C:9]2[C:4](=[CH:5][CH:6]=[CH:7][CH:8]=2)[CH:3]=[CH:2]1.[H-].[Na+].Cl[C:13]1[N:17]([CH3:18])[N:16]=[C:15]([CH3:19])[C:14]=1[CH:20]=[O:21].O. (4) Given the product [F:3][C:4]1[CH:13]=[C:12]([C:14]2[N:18]=[C:17]([C:19]3[CH:24]=[CH:23][C:22]([N:25]4[CH2:30][CH2:29][CH2:28][CH2:27][CH:26]4[CH3:31])=[C:21]([CH2:32][O:33][CH3:34])[CH:20]=3)[O:16][N:15]=2)[CH:11]=[CH:10][C:5]=1[C:6]([OH:8])=[O:7], predict the reactants needed to synthesize it. The reactants are: [OH-].[Na+].[F:3][C:4]1[CH:13]=[C:12]([C:14]2[N:18]=[C:17]([C:19]3[CH:24]=[CH:23][C:22]([N:25]4[CH2:30][CH2:29][CH2:28][CH2:27][CH:26]4[CH3:31])=[C:21]([CH2:32][O:33][CH3:34])[CH:20]=3)[O:16][N:15]=2)[CH:11]=[CH:10][C:5]=1[C:6]([O:8]C)=[O:7].Cl. (5) Given the product [CH3:13][C:5]1[CH:6]=[C:7]([N:8]2[N:12]=[CH:11][CH:10]=[N:9]2)[C:2]([C:24]#[N:20])=[N:3][CH:4]=1.[CH3:13][C:5]1[CH:6]=[C:7]([N:20]2[CH:24]=[CH:23][N:22]=[N:21]2)[C:2]([C:25]#[N:26])=[N:3][CH:4]=1, predict the reactants needed to synthesize it. The reactants are: Br[C:2]1[C:7]([N:8]2[N:12]=[CH:11][CH:10]=[N:9]2)=[CH:6][C:5]([CH3:13])=[CH:4][N:3]=1.C([O-])([O-])=O.[K+].[K+].[N:20]1[NH:21][N:22]=[CH:23][CH:24]=1.[CH3:25][N:26](C=O)C. (6) Given the product [CH3:15][CH:16]([CH3:32])[C:17]([NH:19][C:20]1[CH:25]=[CH:24][CH:23]=[C:22]([CH:26]2[CH2:31][CH2:30][N:29]([CH:12]([C:10]3[N:11]=[C:7]([C:1]4[CH:6]=[CH:5][CH:4]=[CH:3][CH:2]=4)[S:8][CH:9]=3)[CH3:13])[CH2:28][CH2:27]2)[CH:21]=1)=[O:18], predict the reactants needed to synthesize it. The reactants are: [C:1]1([C:7]2[S:8][CH:9]=[C:10]([C:12](=O)[CH3:13])[N:11]=2)[CH:6]=[CH:5][CH:4]=[CH:3][CH:2]=1.[CH3:15][CH:16]([CH3:32])[C:17]([NH:19][C:20]1[CH:25]=[CH:24][CH:23]=[C:22]([CH:26]2[CH2:31][CH2:30][NH:29][CH2:28][CH2:27]2)[CH:21]=1)=[O:18].